This data is from Full USPTO retrosynthesis dataset with 1.9M reactions from patents (1976-2016). The task is: Predict the reactants needed to synthesize the given product. Given the product [ClH:24].[CH3:15][N:14]([CH2:16][CH:17]1[CH2:22][CH2:21][CH2:20][CH2:19][C:18]1([C:7]1[CH:8]=[N:9][CH:10]=[CH:11][CH:12]=1)[OH:23])[CH3:13], predict the reactants needed to synthesize it. The reactants are: C([Li])CCC.Br[C:7]1[CH:8]=[N:9][CH:10]=[CH:11][CH:12]=1.[CH3:13][N:14]([CH2:16][CH:17]1[CH2:22][CH2:21][CH2:20][CH2:19][C:18]1=[O:23])[CH3:15].[Cl:24][Si](C)(C)C.